From a dataset of Full USPTO retrosynthesis dataset with 1.9M reactions from patents (1976-2016). Predict the reactants needed to synthesize the given product. (1) Given the product [CH3:19][CH:17]([N:10]([C:11]1[CH:16]=[CH:15][CH:14]=[CH:13][CH:12]=1)[C:9]([N:8]1[C:5](=[O:6])[NH:4][C:2](=[O:3])[O:7]1)=[O:20])[CH3:18], predict the reactants needed to synthesize it. The reactants are: Cl[C:2]([N:4]=[C:5]=[O:6])=[O:3].[OH:7][NH:8][C:9](=[O:20])[N:10]([CH:17]([CH3:19])[CH3:18])[C:11]1[CH:16]=[CH:15][CH:14]=[CH:13][CH:12]=1.C(N(CC)CC)C.C(=O)([O-])[O-].[K+].[K+]. (2) Given the product [CH3:1][C:2]1[C:3](=[O:22])[NH:4][C:5]2[C:10]([C:11]=1[C:12]([NH:14][N:15]([C:16]1[CH:21]=[CH:20][CH:19]=[CH:18][CH:17]=1)[C:24]([O:26][CH3:27])=[O:25])=[O:13])=[CH:9][CH:8]=[CH:7][CH:6]=2, predict the reactants needed to synthesize it. The reactants are: [CH3:1][C:2]1[C:3](=[O:22])[NH:4][C:5]2[C:10]([C:11]=1[C:12]([NH:14][NH:15][C:16]1[CH:21]=[CH:20][CH:19]=[CH:18][CH:17]=1)=[O:13])=[CH:9][CH:8]=[CH:7][CH:6]=2.Cl[C:24]([O:26][CH3:27])=[O:25]. (3) Given the product [Cl:17][C:18]1[C:19]([O:56][CH2:55][CH:52]2[CH2:53][CH2:54][C:49]3([CH2:47][CH2:48]3)[CH2:50][CH2:51]2)=[CH:20][C:21]([F:33])=[C:22]([CH:32]=1)[C:23]([NH:25][S:26]([CH:29]1[CH2:31][CH2:30]1)(=[O:28])=[O:27])=[O:24], predict the reactants needed to synthesize it. The reactants are: ClC1C(F)=CC(F)=C(C=1)C(NS(C)(=O)=O)=O.[Cl:17][C:18]1[C:19](F)=[CH:20][C:21]([F:33])=[C:22]([CH:32]=1)[C:23]([NH:25][S:26]([CH:29]1[CH2:31][CH2:30]1)(=[O:28])=[O:27])=[O:24].C12(CO)CC3CC(CC(C3)C1)C2.[CH2:47]1[C:49]2([CH2:54][CH2:53][CH:52]([CH2:55][OH:56])[CH2:51][CH2:50]2)[CH2:48]1. (4) Given the product [F:8][C:5]1[CH:6]=[CH:7][C:2]([C:14]([C:17]2[CH:18]=[N:19][C:20]([N:23]3[CH2:28][CH2:27][N:26]([C:29]([O:31][CH2:32][C:33]4[CH:38]=[CH:37][CH:36]=[CH:35][CH:34]=4)=[O:30])[CH2:25][CH2:24]3)=[N:21][CH:22]=2)([OH:16])[CH3:15])=[N:3][CH:4]=1, predict the reactants needed to synthesize it. The reactants are: Br[C:2]1[CH:7]=[CH:6][C:5]([F:8])=[CH:4][N:3]=1.[Li]CCCC.[C:14]([C:17]1[CH:18]=[N:19][C:20]([N:23]2[CH2:28][CH2:27][N:26]([C:29]([O:31][CH2:32][C:33]3[CH:38]=[CH:37][CH:36]=[CH:35][CH:34]=3)=[O:30])[CH2:25][CH2:24]2)=[N:21][CH:22]=1)(=[O:16])[CH3:15]. (5) Given the product [O:30]=[C:28]1[NH:27][C:26](=[O:31])/[C:25](=[CH:24]/[C:21]2[CH:22]=[CH:23][C:18]([O:17][CH2:16][CH:13]3[CH2:12][CH2:11][CH:10]([C:8]([OH:9])=[O:7])[CH2:15][CH2:14]3)=[CH:19][CH:20]=2)/[S:29]1, predict the reactants needed to synthesize it. The reactants are: CO.[OH-].[K+].Cl.C[O:7][C:8]([CH:10]1[CH2:15][CH2:14][CH:13]([CH2:16][O:17][C:18]2[CH:23]=[CH:22][C:21]([CH:24]=[C:25]3[S:29][C:28](=[O:30])[NH:27][C:26]3=[O:31])=[CH:20][CH:19]=2)[CH2:12][CH2:11]1)=[O:9]. (6) Given the product [NH2:38][CH:35]1[CH2:34][CH2:33][N:32]([C:29]2[N:30]=[CH:31][C:26]([C:6]3[CH:5]=[C:4]([N:3]([CH2:1][CH3:2])[CH:46]4[CH2:47][CH2:48][O:49][CH2:50][CH2:51]4)[C:9]([CH3:10])=[C:8]([CH:7]=3)[C:11]([NH:12][CH2:13][C:14]3[C:15](=[O:24])[NH:16][C:17]([CH3:23])=[CH:18][C:19]=3[CH:20]([CH3:22])[CH3:21])=[O:25])=[CH:27][CH:28]=2)[CH2:37][CH2:36]1, predict the reactants needed to synthesize it. The reactants are: [CH2:1]([N:3]([CH:46]1[CH2:51][CH2:50][O:49][CH2:48][CH2:47]1)[C:4]1[CH:5]=[C:6]([C:26]2[CH:27]=[CH:28][C:29]([N:32]3[CH2:37][CH2:36][CH:35]([NH:38]C(=O)OC(C)(C)C)[CH2:34][CH2:33]3)=[N:30][CH:31]=2)[CH:7]=[C:8]([C:11](=[O:25])[NH:12][CH2:13][C:14]2[C:15](=[O:24])[NH:16][C:17]([CH3:23])=[CH:18][C:19]=2[CH:20]([CH3:22])[CH3:21])[C:9]=1[CH3:10])[CH3:2].C(O)(C(F)(F)F)=O. (7) Given the product [CH3:28][C:23]1[C:22]([N:1]2[CH2:2][CH2:3][C:4](=[N:7][O:8][CH:9]3[CH2:10][CH2:11][N:12]([C:15]([O:17][CH:18]([CH3:20])[CH3:19])=[O:16])[CH2:13][CH2:14]3)[CH2:5][CH2:6]2)=[CH:27][CH:26]=[CH:25][N:24]=1, predict the reactants needed to synthesize it. The reactants are: [NH:1]1[CH2:6][CH2:5][C:4](=[N:7][O:8][CH:9]2[CH2:14][CH2:13][N:12]([C:15]([O:17][CH:18]([CH3:20])[CH3:19])=[O:16])[CH2:11][CH2:10]2)[CH2:3][CH2:2]1.Br[C:22]1[C:23]([CH3:28])=[N:24][CH:25]=[CH:26][CH:27]=1.C(=O)([O-])[O-].[Cs+].[Cs+].CC(CN1P2N(CC(C)C)CCN(CCN2CC(C)C)CC1)C.